This data is from Full USPTO retrosynthesis dataset with 1.9M reactions from patents (1976-2016). The task is: Predict the reactants needed to synthesize the given product. (1) Given the product [N:3]1([NH:9][C:10](=[O:19])[C:11]2[CH:16]=[CH:15][C:14]([OH:17])=[C:13]([C:40]#[N:42])[CH:12]=2)[CH2:8][CH2:7][O:6][CH2:5][CH2:4]1, predict the reactants needed to synthesize it. The reactants are: BrBr.[N:3]1([NH:9][C:10](=[O:19])[C:11]2[CH:16]=[CH:15][C:14]([OH:17])=[C:13](Br)[CH:12]=2)[CH2:8][CH2:7][O:6][CH2:5][CH2:4]1.C1(P(C2C=CC=CC=2)C2C=CC=CC=2)C=CC=CC=1.C[C:40]([N:42](C)C)=O. (2) Given the product [ClH:37].[F:38][CH:24]([F:23])[O:25][C:26]1[CH:27]=[C:28]([S:34]([NH:20][C:18]2[CH:17]=[CH:16][C:15]([O:21][CH3:22])=[C:14]([N:11]3[CH2:10][CH2:9][NH:8][CH2:13][CH2:12]3)[CH:19]=2)(=[O:36])=[O:35])[CH:29]=[CH:30][C:31]=1[O:32][CH3:33], predict the reactants needed to synthesize it. The reactants are: C(OC([N:8]1[CH2:13][CH2:12][N:11]([C:14]2[CH:19]=[C:18]([NH2:20])[CH:17]=[CH:16][C:15]=2[O:21][CH3:22])[CH2:10][CH2:9]1)=O)(C)(C)C.[F:23][CH:24]([F:38])[O:25][C:26]1[CH:27]=[C:28]([S:34]([Cl:37])(=[O:36])=[O:35])[CH:29]=[CH:30][C:31]=1[O:32][CH3:33].